This data is from Full USPTO retrosynthesis dataset with 1.9M reactions from patents (1976-2016). The task is: Predict the reactants needed to synthesize the given product. Given the product [OH:17][CH2:16][C:15]1[CH:20]=[CH:21][C:12]([CH2:11][CH2:10][C:8]2[N:9]=[C:5]([NH:4][C:1](=[O:3])[CH3:2])[S:6][CH:7]=2)=[CH:13][CH:14]=1, predict the reactants needed to synthesize it. The reactants are: [C:1]([NH:4][C:5]1[S:6][CH:7]=[C:8]([CH2:10][CH2:11][C:12]2[CH:21]=[CH:20][C:15]([C:16](OC)=[O:17])=[CH:14][CH:13]=2)[N:9]=1)(=[O:3])[CH3:2].[H-].C([Al+]CC(C)C)C(C)C.